This data is from Reaction yield outcomes from USPTO patents with 853,638 reactions. The task is: Predict the reaction yield, written as a fraction of the theoretical maximum amount of product (1.0 means a 100% yield; for example, 0.34 means a 34% yield). The reactants are Br[C:2]1[CH:7]=[C:6]([CH2:8][CH3:9])[CH:5]=[CH:4][C:3]=1[O:10][CH3:11].[C:12]([O:16][C:17]([N:19]1[CH:23]=[CH:22][CH:21]=[C:20]1B(O)O)=[O:18])([CH3:15])([CH3:14])[CH3:13].C(=O)([O-])[O-].[Na+].[Na+]. The catalyst is C(COC)OC.O. The product is [C:12]([O:16][C:17]([N:19]1[CH:23]=[CH:22][CH:21]=[C:20]1[C:2]1[CH:7]=[C:6]([CH2:8][CH3:9])[CH:5]=[CH:4][C:3]=1[O:10][CH3:11])=[O:18])([CH3:15])([CH3:13])[CH3:14]. The yield is 0.740.